Dataset: Forward reaction prediction with 1.9M reactions from USPTO patents (1976-2016). Task: Predict the product of the given reaction. (1) The product is: [CH3:23][C:14]1[CH:15]=[C:16]([N+:20]([O-:22])=[O:21])[CH:17]=[C:18]([CH3:19])[C:13]=1[O:11][C:8]1[CH:9]=[CH:10][C:5]([O:4][CH3:3])=[CH:6][CH:7]=1. Given the reactants [H-].[Na+].[CH3:3][O:4][C:5]1[CH:10]=[CH:9][C:8]([OH:11])=[CH:7][CH:6]=1.Cl[C:13]1[C:18]([CH3:19])=[CH:17][C:16]([N+:20]([O-:22])=[O:21])=[CH:15][C:14]=1[CH3:23], predict the reaction product. (2) Given the reactants C([O:3][C:4](=O)[CH2:5][C:6]1[N:7]=[C:8]2[CH:13]=[CH:12][CH:11]=[C:10]([C:14](=[O:27])[NH:15][CH2:16][C:17]34[CH2:26][CH:21]5[CH2:22][CH:23]([CH2:25][CH:19]([CH2:20]5)[CH2:18]3)[CH2:24]4)[N:9]2[CH:28]=1)C.[Li+].[BH4-], predict the reaction product. The product is: [C:17]12([CH2:16][NH:15][C:14]([C:10]3[N:9]4[CH:28]=[C:6]([CH2:5][CH2:4][OH:3])[N:7]=[C:8]4[CH:13]=[CH:12][CH:11]=3)=[O:27])[CH2:24][CH:23]3[CH2:25][CH:19]([CH2:20][CH:21]([CH2:22]3)[CH2:26]1)[CH2:18]2. (3) Given the reactants [CH3:1][N:2]([CH3:7])[C@@H:3]([CH3:6])[CH2:4][OH:5].[H-].[Na+].C1OCCOCCOCCOCCOC1.[Cl:25][C:26]1[CH:27]=[C:28]([CH:41]=[CH:42][C:43]=1[O:44][CH2:45][C:46]1[CH:51]=[CH:50][CH:49]=[CH:48][N:47]=1)[NH:29][C:30]1[C:39]2[C:34](=[CH:35][CH:36]=[CH:37][C:38]=2F)[N:33]=[CH:32][N:31]=1, predict the reaction product. The product is: [Cl:25][C:26]1[CH:27]=[C:28]([NH:29][C:30]2[C:39]3[C:34](=[CH:35][CH:36]=[CH:37][C:38]=3[O:5][CH2:4][C@@H:3]([N:2]([CH3:7])[CH3:1])[CH3:6])[N:33]=[CH:32][N:31]=2)[CH:41]=[CH:42][C:43]=1[O:44][CH2:45][C:46]1[CH:51]=[CH:50][CH:49]=[CH:48][N:47]=1. (4) Given the reactants [N+:1]([C:4]1[CH:5]=[CH:6][C:7]([N:11]2[CH2:16][CH2:15][N:14]([C:17]([O:19][CH2:20][CH3:21])=[O:18])[CH2:13][CH2:12]2)=[N:8][C:9]=1[NH2:10])([O-])=O.FC1C=CC(C(O)=O)=CC=1, predict the reaction product. The product is: [NH2:1][C:4]1[CH:5]=[CH:6][C:7]([N:11]2[CH2:16][CH2:15][N:14]([C:17]([O:19][CH2:20][CH3:21])=[O:18])[CH2:13][CH2:12]2)=[N:8][C:9]=1[NH2:10]. (5) Given the reactants [C:1]1([CH3:13])[CH:6]=[CH:5][C:4]([S:7]([CH2:10][C:11]#[N:12])(=[O:9])=[O:8])=[CH:3][CH:2]=1.Br[CH2:15][CH2:16][CH2:17][CH2:18]Br, predict the reaction product. The product is: [C:1]1([CH3:13])[CH:2]=[CH:3][C:4]([S:7]([C:10]2([C:11]#[N:12])[CH2:18][CH2:17][CH2:16][CH2:15]2)(=[O:8])=[O:9])=[CH:5][CH:6]=1. (6) Given the reactants [F:1][C:2]1[CH:7]=[C:6]([F:8])[C:5]([F:9])=[CH:4][C:3]=1[N:10]=[C:11]=S.[NH:13]([C:15]([C:17]([NH:19][C:20]1[CH:37]=[CH:36][C:23]([O:24][C@@H:25]2[CH2:30][CH2:29][C@H:28]([C:31]([O:33][CH2:34][CH3:35])=[O:32])[CH2:27][CH2:26]2)=[CH:22][C:21]=1[N+:38]([O-:40])=[O:39])=[O:18])=[O:16])[NH2:14].CCN=C=NCCCN(C)C.CCOC(C)=O, predict the reaction product. The product is: [N+:38]([C:21]1[CH:22]=[C:23]([CH:36]=[CH:37][C:20]=1[NH:19][C:17]([C:15]1[O:16][C:11]([NH:10][C:3]2[CH:4]=[C:5]([F:9])[C:6]([F:8])=[CH:7][C:2]=2[F:1])=[N:14][N:13]=1)=[O:18])[O:24][C@@H:25]1[CH2:26][CH2:27][C@H:28]([C:31]([O:33][CH2:34][CH3:35])=[O:32])[CH2:29][CH2:30]1)([O-:40])=[O:39]. (7) Given the reactants [Cl:1][C:2]1[CH:3]=[C:4]2[C:9](=[N:10][CH:11]=1)[NH:8][C:7](=[O:12])[C:6]([C:13]#[N:14])=[C:5]2[N:15]1[CH2:20][CH2:19][N:18]([C:21]([C:23]2[O:24][CH:25]=[CH:26][CH:27]=2)=[O:22])[CH2:17][CH2:16]1.[F:28][C:29]1[CH:30]=[C:31]([CH:34]=[CH:35][CH:36]=1)[CH2:32]Br, predict the reaction product. The product is: [Cl:1][C:2]1[CH:3]=[C:4]2[C:9](=[N:10][CH:11]=1)[N:8]([CH2:32][C:31]1[CH:34]=[CH:35][CH:36]=[C:29]([F:28])[CH:30]=1)[C:7](=[O:12])[C:6]([C:13]#[N:14])=[C:5]2[N:15]1[CH2:20][CH2:19][N:18]([C:21]([C:23]2[O:24][CH:25]=[CH:26][CH:27]=2)=[O:22])[CH2:17][CH2:16]1. (8) Given the reactants [NH:1]1[CH:5]=[C:4]([C:6]2[C:7]([C:12]3[CH:17]=[CH:16][CH:15]=[CH:14][CH:13]=3)=[N:8][O:9][C:10]=2[CH3:11])[N:3]=[CH:2]1.[CH2:18]([C:21]1[CH:26]=[CH:25][C:24](B(O)O)=[CH:23][CH:22]=1)[CH2:19][CH3:20], predict the reaction product. The product is: [CH3:11][C:10]1[O:9][N:8]=[C:7]([C:12]2[CH:13]=[CH:14][CH:15]=[CH:16][CH:17]=2)[C:6]=1[C:4]1[N:3]=[CH:2][N:1]([C:24]2[CH:25]=[CH:26][C:21]([CH2:18][CH2:19][CH3:20])=[CH:22][CH:23]=2)[CH:5]=1.